This data is from Reaction yield outcomes from USPTO patents with 853,638 reactions. The task is: Predict the reaction yield, written as a fraction of the theoretical maximum amount of product (1.0 means a 100% yield; for example, 0.34 means a 34% yield). (1) The reactants are Cl[C:2]1[C:11]2[C:6](=[CH:7][C:8]([CH2:12][O:13][C:14]3[CH:21]=[CH:20][C:17]([C:18]#[N:19])=[CH:16][CH:15]=3)=[CH:9][CH:10]=2)[N:5]=[C:4]([CH3:22])[CH:3]=1.[CH3:23][N:24]1[CH2:29][CH2:28][NH:27][CH2:26][CH2:25]1. The catalyst is CN1CCCC1=O. The product is [CH3:22][C:4]1[CH:3]=[C:2]([N:27]2[CH2:28][CH2:29][N:24]([CH3:23])[CH2:25][CH2:26]2)[C:11]2[C:6](=[CH:7][C:8]([CH2:12][O:13][C:14]3[CH:21]=[CH:20][C:17]([C:18]#[N:19])=[CH:16][CH:15]=3)=[CH:9][CH:10]=2)[N:5]=1. The yield is 0.660. (2) The reactants are Cl[C:2]1[C:7]([C:8]([O:10][CH2:11][CH3:12])=[S:9])=[CH:6][N:5]=[C:4]([CH3:13])[N:3]=1.[CH3:14][NH2:15].O. The catalyst is ClCCl.C(O)C. The product is [CH3:14][NH:15][C:2]1[C:7]([C:8]([O:10][CH2:11][CH3:12])=[S:9])=[CH:6][N:5]=[C:4]([CH3:13])[N:3]=1. The yield is 0.970. (3) The reactants are NC1(C2C=CC(C3C(=O)C4C(=CC=C(F)C=4)OC=3C3C=CC=CC=3)=CC=2)CCC1.C(OC(=O)[NH:36][C:37]1([C:41]2[CH:46]=[CH:45][C:44]([C:47]3[C:56](=[O:57])[C:55]4[C:50](=[C:51]([C:58]5[CH:59]=[N:60][NH:61][CH:62]=5)[CH:52]=[CH:53][CH:54]=4)[O:49][C:48]=3[C:63]3[CH:68]=[CH:67][CH:66]=[CH:65][CH:64]=3)=[CH:43][CH:42]=2)[CH2:40][CH2:39][CH2:38]1)(C)(C)C.C(O)(C(F)(F)F)=O.[ClH:77]. The catalyst is CO.O. The product is [ClH:77].[NH2:36][C:37]1([C:41]2[CH:42]=[CH:43][C:44]([C:47]3[C:56](=[O:57])[C:55]4[C:50](=[C:51]([C:58]5[CH:62]=[N:61][NH:60][CH:59]=5)[CH:52]=[CH:53][CH:54]=4)[O:49][C:48]=3[C:63]3[CH:68]=[CH:67][CH:66]=[CH:65][CH:64]=3)=[CH:45][CH:46]=2)[CH2:40][CH2:39][CH2:38]1. The yield is 0.830.